Regression. Given two drug SMILES strings and cell line genomic features, predict the synergy score measuring deviation from expected non-interaction effect. From a dataset of NCI-60 drug combinations with 297,098 pairs across 59 cell lines. Drug 1: CCCCC(=O)OCC(=O)C1(CC(C2=C(C1)C(=C3C(=C2O)C(=O)C4=C(C3=O)C=CC=C4OC)O)OC5CC(C(C(O5)C)O)NC(=O)C(F)(F)F)O. Drug 2: C1CNP(=O)(OC1)N(CCCl)CCCl. Cell line: OVCAR-4. Synergy scores: CSS=27.0, Synergy_ZIP=5.16, Synergy_Bliss=6.95, Synergy_Loewe=-4.60, Synergy_HSA=6.75.